This data is from Catalyst prediction with 721,799 reactions and 888 catalyst types from USPTO. The task is: Predict which catalyst facilitates the given reaction. (1) Reactant: Br[C:2]1[N:6]2[N:7]=[C:8]([C:11]3[CH:16]=[CH:15][C:14]([O:17][CH3:18])=[C:13]([O:19][CH3:20])[CH:12]=3)[CH:9]=[CH:10][C:5]2=[N:4][C:3]=1[CH3:21].[CH3:22][Sn:23]([CH3:29])([CH3:28])[Sn:23]([CH3:29])([CH3:28])[CH3:22]. Product: [CH3:20][O:19][C:13]1[CH:12]=[C:11]([C:8]2[CH:9]=[CH:10][C:5]3[N:6]([C:2]([Sn:23]([CH3:29])([CH3:28])[CH3:22])=[C:3]([CH3:21])[N:4]=3)[N:7]=2)[CH:16]=[CH:15][C:14]=1[O:17][CH3:18]. The catalyst class is: 11. (2) Reactant: [Cl:1][C:2]1[C:11]2[C:6](=[CH:7][C:8]([O:18][CH2:19][C:20]3[CH:25]=[CH:24][CH:23]=[CH:22][CH:21]=3)=[C:9]([O:12][C@H:13]3[CH2:17][CH2:16][O:15][CH2:14]3)[CH:10]=2)[N:5]=[CH:4][N:3]=1.[Cl:26][C:27]1[CH:28]=[C:29]([CH:31]=[CH:32][C:33]=1[F:34])[NH2:30]. Product: [ClH:1].[Cl:26][C:27]1[CH:28]=[C:29]([NH:30][C:2]2[C:11]3[C:6](=[CH:7][C:8]([O:18][CH2:19][C:20]4[CH:25]=[CH:24][CH:23]=[CH:22][CH:21]=4)=[C:9]([O:12][C@H:13]4[CH2:17][CH2:16][O:15][CH2:14]4)[CH:10]=3)[N:5]=[CH:4][N:3]=2)[CH:31]=[CH:32][C:33]=1[F:34]. The catalyst class is: 32. (3) Reactant: [CH2:1]([C:3](=[CH:11][CH2:12][C@H:13]1[CH2:18][CH2:17][CH2:16][C@@H:15]([OH:19])[CH2:14]1)[C:4]([O:6][C:7]([CH3:10])([CH3:9])[CH3:8])=[O:5])[CH3:2]. Product: [CH2:1]([CH:3]([CH2:11][CH2:12][C@H:13]1[CH2:18][CH2:17][CH2:16][C@@H:15]([OH:19])[CH2:14]1)[C:4]([O:6][C:7]([CH3:10])([CH3:8])[CH3:9])=[O:5])[CH3:2]. The catalyst class is: 5. (4) Reactant: O.[F-].C([N+](CCCC)(CCCC)CCCC)CCC.C([Si](C)(C)[N:25]1[C:33]2[C:28](=[CH:29][C:30]([O:34][Si](C(C)(C)C)(C)C)=[CH:31][CH:32]=2)[C:27]([CH2:42][CH3:43])=[CH:26]1)(C)(C)C. Product: [CH2:42]([C:27]1[C:28]2[C:33](=[CH:32][CH:31]=[C:30]([OH:34])[CH:29]=2)[NH:25][CH:26]=1)[CH3:43]. The catalyst class is: 56. (5) Reactant: O.[OH-].[Li+].[C:4]([O:8][C:9]([NH:11][S:12]([NH:15][CH2:16][C:17]1[CH:22]=[CH:21][C:20]([CH:23]([CH3:29])[C:24]([O:26]CC)=[O:25])=[CH:19][CH:18]=1)(=[O:14])=[O:13])=[O:10])([CH3:7])([CH3:6])[CH3:5]. Product: [C:4]([O:8][C:9]([NH:11][S:12]([NH:15][CH2:16][C:17]1[CH:18]=[CH:19][C:20]([CH:23]([CH3:29])[C:24]([OH:26])=[O:25])=[CH:21][CH:22]=1)(=[O:14])=[O:13])=[O:10])([CH3:7])([CH3:5])[CH3:6]. The catalyst class is: 132. (6) Reactant: [C:1]([O:5][C:6](=[O:25])[NH:7][CH2:8][CH2:9][NH:10][C:11]([C:13]1[NH:14][C:15]2[C:20]([CH:21]=1)=[CH:19][CH:18]=[C:17]([N+:22]([O-])=O)[CH:16]=2)=[O:12])([CH3:4])([CH3:3])[CH3:2]. Product: [C:1]([O:5][C:6](=[O:25])[NH:7][CH2:8][CH2:9][NH:10][C:11]([C:13]1[NH:14][C:15]2[C:20]([CH:21]=1)=[CH:19][CH:18]=[C:17]([NH2:22])[CH:16]=2)=[O:12])([CH3:4])([CH3:2])[CH3:3]. The catalyst class is: 19. (7) Reactant: [C:1]([O:5][C:6]([NH:8][CH2:9][CH:10](OS(C)(=O)=O)[CH2:11][NH:12][C:13](=[O:19])[O:14][C:15]([CH3:18])([CH3:17])[CH3:16])=[O:7])([CH3:4])([CH3:3])[CH3:2].[N-:25]=[N+:26]=[N-:27].[Na+]. Product: [N:25]([CH:10]([CH2:11][NH:12][C:13]([O:14][C:15]([CH3:18])([CH3:17])[CH3:16])=[O:19])[CH2:9][NH:8][C:6](=[O:7])[O:5][C:1]([CH3:4])([CH3:3])[CH3:2])=[N+:26]=[N-:27]. The catalyst class is: 85.